From a dataset of Reaction yield outcomes from USPTO patents with 853,638 reactions. Predict the reaction yield, written as a fraction of the theoretical maximum amount of product (1.0 means a 100% yield; for example, 0.34 means a 34% yield). (1) The reactants are [NH2:1][C:2]1[C:3]([N:9]2[CH2:14][CH2:13][N:12](C(OC(C)(C)C)=O)[CH2:11][CH2:10]2)=[N:4][CH:5]=[N:6][C:7]=1[SH:8].[F:22][C:23]1[CH:31]=[CH:30][C:26]([C:27](O)=O)=[CH:25][CH:24]=1. The yield is 0.740. No catalyst specified. The product is [F:22][C:23]1[CH:31]=[CH:30][C:26]([C:27]2[S:8][C:7]3[N:6]=[CH:5][N:4]=[C:3]([N:9]4[CH2:10][CH2:11][NH:12][CH2:13][CH2:14]4)[C:2]=3[N:1]=2)=[CH:25][CH:24]=1. (2) The product is [CH3:23][O:22][CH2:21][CH2:20][O:19][C:18]1[C:13]2[C:12]3[CH:26]=[C:27]([C:35]4[CH:34]=[N:33][N:32]([CH3:31])[CH:36]=4)[CH:28]=[N:29][C:11]=3[NH:10][C:14]=2[CH:15]=[N:16][C:17]=1[C:24]#[N:25]. The yield is 0.500. The reactants are C1(S([N:10]2[C:14]3[CH:15]=[N:16][C:17]([C:24]#[N:25])=[C:18]([O:19][CH2:20][CH2:21][O:22][CH3:23])[C:13]=3[C:12]3[CH:26]=[C:27](Br)[CH:28]=[N:29][C:11]2=3)(=O)=O)C=CC=CC=1.[CH3:31][N:32]1[CH:36]=[C:35](B2OC(C)(C)C(C)(C)O2)[CH:34]=[N:33]1. The catalyst is [F-].[K+].C(#N)C.C1C=CC(P(C2C=CC=CC=2)[C-]2C=CC=C2)=CC=1.C1C=CC(P(C2C=CC=CC=2)[C-]2C=CC=C2)=CC=1.Cl[Pd]Cl.[Fe+2]. (3) The reactants are [Cl:1][S:2]([OH:5])(=O)=[O:3].[Br:6][C:7]1[CH:8]=[CH:9][C:10]([NH2:13])=[N:11][CH:12]=1. No catalyst specified. The product is [NH2:13][C:10]1[C:9]([S:2]([Cl:1])(=[O:5])=[O:3])=[CH:8][C:7]([Br:6])=[CH:12][N:11]=1. The yield is 0.770.